Predict the reaction yield, written as a fraction of the theoretical maximum amount of product (1.0 means a 100% yield; for example, 0.34 means a 34% yield). From a dataset of Reaction yield outcomes from USPTO patents with 853,638 reactions. (1) The catalyst is ClC1C=CC=CC=1Cl. The yield is 0.310. The reactants are [Cl:1][C:2]1[CH:7]=[CH:6][CH:5]=[CH:4][C:3]=1[CH:8]=[CH:9][CH2:10][N:11]([CH2:22][C:23]#[C:24][C:25](=[O:27])[CH3:26])[S:12]([C:15]1[CH:20]=[CH:19][C:18]([CH3:21])=[CH:17][CH:16]=1)(=[O:14])=[O:13]. The product is [Cl:1][C:2]1[C:3]2=[CH:8][C:9]3[CH2:10][N:11]([S:12]([C:15]4[CH:16]=[CH:17][C:18]([CH3:21])=[CH:19][CH:20]=4)(=[O:13])=[O:14])[CH2:22][C:23]=3[C:24]([C:25](=[O:27])[CH3:26])=[C:4]2[CH:5]=[CH:6][CH:7]=1. (2) The reactants are CCN(C(C)C)C(C)C.F[C:11]1[C:16]([N+:17]([O-:19])=[O:18])=[CH:15][C:14]([NH:20][C:21]2[N:26]=[C:25]([C:27]3[CH:28]=[N:29][N:30]4[CH:35]=[CH:34][CH:33]=[CH:32][C:31]=34)[CH:24]=[CH:23][N:22]=2)=[C:13]([O:36][CH3:37])[CH:12]=1.[CH3:38][N:39]1[CH2:43][C@@H:42]2[NH:44][CH2:45][CH2:46][C@@H:41]2[CH2:40]1. The catalyst is FC(F)(F)CO. The product is [CH3:38][N:39]1[CH2:40][C@@H:41]2[C@@H:42]([N:44]([C:11]3[C:16]([N+:17]([O-:19])=[O:18])=[CH:15][C:14]([NH:20][C:21]4[N:26]=[C:25]([C:27]5[CH:28]=[N:29][N:30]6[CH:35]=[CH:34][CH:33]=[CH:32][C:31]=56)[CH:24]=[CH:23][N:22]=4)=[C:13]([O:36][CH3:37])[CH:12]=3)[CH2:45][CH2:46]2)[CH2:43]1. The yield is 0.520. (3) The reactants are COC([N:5]1[CH2:10][C@@H:9]([CH2:11][C@@H:12]([CH2:16][CH3:17])[CH2:13][CH2:14][CH3:15])[C:8](=[O:18])N(C)[C@@H]1C(C)(C)C)=O.Cl.[O:25]1CCOCC1. No catalyst specified. The product is [NH2:5][CH2:10][C@@H:9]([CH2:11][C@@H:12]([CH2:16][CH3:17])[CH2:13][CH2:14][CH3:15])[C:8]([OH:18])=[O:25]. The yield is 0.570.